Dataset: Catalyst prediction with 721,799 reactions and 888 catalyst types from USPTO. Task: Predict which catalyst facilitates the given reaction. Reactant: [H-].[Na+].[CH:3]([C:5]1[CH:6]=[C:7]([CH:12]=[CH:13][CH:14]=1)[O:8][CH2:9][C:10]#[N:11])=O.[CH2:15]1COCC1. Product: [CH:3]([C:5]1[CH:6]=[C:7]([CH:12]=[CH:13][CH:14]=1)[O:8][CH2:9][C:10]#[N:11])=[CH2:15]. The catalyst class is: 629.